Dataset: Reaction yield outcomes from USPTO patents with 853,638 reactions. Task: Predict the reaction yield, written as a fraction of the theoretical maximum amount of product (1.0 means a 100% yield; for example, 0.34 means a 34% yield). (1) The product is [CH3:35][N:36]1[CH2:41][CH2:40][C:39]([C:2]2[CH:3]=[C:4]3[C:8](=[CH:9][CH:10]=2)[CH2:7][N:6]([C:11]([C:24]2[CH:29]=[CH:28][CH:27]=[CH:26][CH:25]=2)([C:18]2[CH:19]=[CH:20][CH:21]=[CH:22][CH:23]=2)[C:12]2[CH:17]=[CH:16][CH:15]=[CH:14][CH:13]=2)[CH2:5]3)([OH:42])[CH2:38][CH2:37]1. The catalyst is C1COCC1. The yield is 0.570. The reactants are Br[C:2]1[CH:3]=[C:4]2[C:8](=[CH:9][CH:10]=1)[CH2:7][N:6]([C:11]([C:24]1[CH:29]=[CH:28][CH:27]=[CH:26][CH:25]=1)([C:18]1[CH:23]=[CH:22][CH:21]=[CH:20][CH:19]=1)[C:12]1[CH:17]=[CH:16][CH:15]=[CH:14][CH:13]=1)[CH2:5]2.C([Li])CCC.[CH3:35][N:36]1[CH2:41][CH2:40][C:39](=[O:42])[CH2:38][CH2:37]1. (2) The reactants are [CH3:1][O:2][C:3]1[CH:4]=[C:5]([C:9]([CH3:15])([CH3:14])[CH2:10][C:11]([OH:13])=[O:12])[CH:6]=[CH:7][CH:8]=1.[C:16](=O)(O)[O-].[Na+]. The catalyst is CO.S(=O)(=O)(O)O. The product is [CH3:1][O:2][C:3]1[CH:4]=[C:5]([C:9]([CH3:15])([CH3:14])[CH2:10][C:11]([O:13][CH3:16])=[O:12])[CH:6]=[CH:7][CH:8]=1. The yield is 0.970.